Dataset: Reaction yield outcomes from USPTO patents with 853,638 reactions. Task: Predict the reaction yield, written as a fraction of the theoretical maximum amount of product (1.0 means a 100% yield; for example, 0.34 means a 34% yield). (1) The yield is 0.560. The reactants are [OH:1][CH2:2][C:3]1[CH:4]=[CH:5][C:6]2[S:11][CH2:10][C:9](=[O:12])[NH:8][C:7]=2[CH:13]=1. The product is [O:12]=[C:9]1[NH:8][C:7]2[CH:13]=[C:3]([CH:2]=[O:1])[CH:4]=[CH:5][C:6]=2[S:11][CH2:10]1. The catalyst is C1COCC1.C(Cl)(Cl)Cl.O=[Mn]=O. (2) The catalyst is CN(C=O)C.O.[Cu]I. The yield is 0.720. The reactants are I[C:2]1[CH:7]=[C:6]([C:8]([OH:10])=[O:9])[CH:5]=[CH:4][C:3]=1[C:11]1[CH:16]=[CH:15][C:14]([C:17]([OH:19])=[O:18])=[CH:13][C:12]=1I.C(=O)([O-])[O-].[K+].[K+].[S-2:27].[Na+].[Na+]. The product is [CH:4]1[C:3]2[C:11]3[CH:16]=[CH:15][C:14]([C:17]([OH:19])=[O:18])=[CH:13][C:12]=3[S:27][C:2]=2[CH:7]=[C:6]([C:8]([OH:10])=[O:9])[CH:5]=1. (3) The reactants are S(Cl)([Cl:3])=O.[CH2:5]([N:12]1[C:17](=[O:18])[C:16]2=[C:19]([Cl:22])[CH:20]=[CH:21][N:15]2[N:14]=[C:13]1[CH:23]([CH:25]1[CH2:27][CH2:26]1)O)[C:6]1[CH:11]=[CH:10][CH:9]=[CH:8][CH:7]=1.N1C=CC=CC=1. The catalyst is C(Cl)Cl. The product is [CH2:5]([N:12]1[C:17](=[O:18])[C:16]2=[C:19]([Cl:22])[CH:20]=[CH:21][N:15]2[N:14]=[C:13]1[CH:23]([Cl:3])[CH:25]1[CH2:27][CH2:26]1)[C:6]1[CH:11]=[CH:10][CH:9]=[CH:8][CH:7]=1. The yield is 0.700.